Dataset: Forward reaction prediction with 1.9M reactions from USPTO patents (1976-2016). Task: Predict the product of the given reaction. Given the reactants C[CH:2]([CH2:7][CH3:8])[C:3]([O:5]Cl)=[O:4].[CH2:9]([O:16][C:17]1[C:26](=[O:27])[C:25]2[C:20](=[CH:21][C:22]([O:29][CH2:30][C:31]3[CH:36]=[CH:35][CH:34]=[CH:33][CH:32]=3)=[CH:23][C:24]=2[OH:28])[O:19][C:18]=1[C:37]1[CH:42]=[CH:41][C:40]([O:43][CH2:44][C:45]2[CH:50]=[CH:49][CH:48]=[CH:47][CH:46]=2)=[C:39]([OH:51])[CH:38]=1)[C:10]1[CH:15]=[CH:14][CH:13]=[CH:12][CH:11]=1.[CH2:52](N(CC)CC)C, predict the reaction product. The product is: [C:3]([O:5][CH2:52][O:51][C:39]1[CH:38]=[C:37]([C:18]2[O:19][C:20]3[C:25]([C:26](=[O:27])[C:17]=2[O:16][CH2:9][C:10]2[CH:15]=[CH:14][CH:13]=[CH:12][CH:11]=2)=[C:24]([OH:28])[CH:23]=[C:22]([O:29][CH2:30][C:31]2[CH:36]=[CH:35][CH:34]=[CH:33][CH:32]=2)[CH:21]=3)[CH:42]=[CH:41][C:40]=1[O:43][CH2:44][C:45]1[CH:46]=[CH:47][CH:48]=[CH:49][CH:50]=1)(=[O:4])[CH2:2][CH2:7][CH3:8].